The task is: Predict the reactants needed to synthesize the given product.. This data is from Full USPTO retrosynthesis dataset with 1.9M reactions from patents (1976-2016). (1) Given the product [C:27]([C:24]1[CH:25]=[CH:26][C:21]2[O:20][C:19]3[CH:33]=[C:15]([S:12]([NH:11][C@@H:3]([CH:2]([CH3:1])[CH3:34])[C:4]([OH:6])=[O:5])(=[O:14])=[O:13])[CH:16]=[CH:17][C:18]=3[C:22]=2[CH:23]=1)#[CH:28], predict the reactants needed to synthesize it. The reactants are: [CH3:1][CH:2]([CH3:34])[C@H:3]([NH:11][S:12]([C:15]1[CH:16]=[CH:17][C:18]2[C:22]3[CH:23]=[C:24]([C:27]#[C:28][Si](C)(C)C)[CH:25]=[CH:26][C:21]=3[O:20][C:19]=2[CH:33]=1)(=[O:14])=[O:13])[C:4]([O:6]C(C)(C)C)=[O:5].C([Si](C)(C)C)#C.COCC#C. (2) Given the product [C:13]1([C:2]2[CH:7]=[CH:6][C:5]([CH2:8][C:9]([OH:11])=[O:10])=[C:4]([F:12])[CH:3]=2)[CH:18]=[CH:17][CH:16]=[CH:15][CH:14]=1, predict the reactants needed to synthesize it. The reactants are: Br[C:2]1[CH:7]=[CH:6][C:5]([CH2:8][C:9]([OH:11])=[O:10])=[C:4]([F:12])[CH:3]=1.[C:13]1(B(O)O)[CH:18]=[CH:17][CH:16]=[CH:15][CH:14]=1.C([O-])([O-])=O.[Na+].[Na+]. (3) The reactants are: Br[C:2]1[S:6][C:5]([NH:7][C:8]([C:10]2[CH:15]=[CH:14][CH:13]=[CH:12][C:11]=2[Cl:16])=[O:9])=[N:4][CH:3]=1.[Cl:17][C:18]1[C:19](B2OC(C)(C)C(C)(C)O2)=[CH:20][C:21]2[O:25][C:24]([CH3:26])=[N:23][C:22]=2[CH:27]=1.P([O-])([O-])([O-])=O.[K+].[K+].[K+].CC(=O)OCC.[Cl-].[Na+].O. Given the product [Cl:17][C:18]1[C:19]([C:2]2[S:6][C:5]([NH:7][C:8]([C:10]3[CH:15]=[CH:14][CH:13]=[CH:12][C:11]=3[Cl:16])=[O:9])=[N:4][CH:3]=2)=[CH:20][C:21]2[O:25][C:24]([CH3:26])=[N:23][C:22]=2[CH:27]=1, predict the reactants needed to synthesize it. (4) Given the product [C:10]([O:9][C:3](=[O:8])[CH2:4][C:5](=[O:6])[CH2:7][CH2:14][CH2:15][CH2:16][CH3:17])([CH3:13])([CH3:12])[CH3:11], predict the reactants needed to synthesize it. The reactants are: [H-].[Na+].[C:3]([O:9][C:10]([CH3:13])([CH3:12])[CH3:11])(=[O:8])[CH2:4][C:5]([CH3:7])=[O:6].[CH2:14]([Li])[CH2:15][CH2:16][CH3:17].ICCCC.[Cl-].[NH4+]. (5) Given the product [CH3:1][C@H:2]1[C@@H:7]2[CH2:8][CH2:9][C:10]([CH3:12])=[CH:11][C@@H:6]2[C@H:5]([C@H:13]([CH:15]=[O:16])[CH3:14])[CH2:4][CH2:3]1, predict the reactants needed to synthesize it. The reactants are: [CH3:1][C@H:2]1[C@@H:7]2[CH2:8][CH2:9][C:10]([CH3:12])=[CH:11][C@@H:6]2[C@H:5]([C@H:13]([C:15](O)=[O:16])[CH3:14])[CH2:4][CH2:3]1.[N+](=C)=[N-].